Task: Predict the reactants needed to synthesize the given product.. Dataset: Full USPTO retrosynthesis dataset with 1.9M reactions from patents (1976-2016) Given the product [Br:1][C:2]1[CH:3]=[CH:4][C:5]([O:11][CH3:14])=[C:6]([C:8](=[O:10])[CH3:9])[CH:7]=1, predict the reactants needed to synthesize it. The reactants are: [Br:1][C:2]1[CH:3]=[CH:4][C:5]([OH:11])=[C:6]([C:8](=[O:10])[CH3:9])[CH:7]=1.CI.[C:14](=O)([O-])[O-].[K+].[K+].